From a dataset of NCI-60 drug combinations with 297,098 pairs across 59 cell lines. Regression. Given two drug SMILES strings and cell line genomic features, predict the synergy score measuring deviation from expected non-interaction effect. (1) Drug 1: CN1C(=O)N2C=NC(=C2N=N1)C(=O)N. Drug 2: CN(C(=O)NC(C=O)C(C(C(CO)O)O)O)N=O. Cell line: NCI/ADR-RES. Synergy scores: CSS=-2.72, Synergy_ZIP=-0.628, Synergy_Bliss=-2.51, Synergy_Loewe=-1.90, Synergy_HSA=-4.18. (2) Drug 1: CN(C)C1=NC(=NC(=N1)N(C)C)N(C)C. Drug 2: C(CCl)NC(=O)N(CCCl)N=O. Cell line: T-47D. Synergy scores: CSS=0.238, Synergy_ZIP=2.30, Synergy_Bliss=2.86, Synergy_Loewe=-4.19, Synergy_HSA=-1.87.